Regression. Given a peptide amino acid sequence and an MHC pseudo amino acid sequence, predict their binding affinity value. This is MHC class II binding data. From a dataset of Peptide-MHC class II binding affinity with 134,281 pairs from IEDB. (1) The peptide sequence is EDKFLANVSTVLTGK. The MHC is DRB1_0404 with pseudo-sequence DRB1_0404. The binding affinity (normalized) is 0.197. (2) The peptide sequence is MKDFDEPGHLAPTGM. The MHC is DRB1_0701 with pseudo-sequence DRB1_0701. The binding affinity (normalized) is 0.156. (3) The peptide sequence is AAGTEISLDLLDPIY. The MHC is DRB1_1501 with pseudo-sequence DRB1_1501. The binding affinity (normalized) is 0.267. (4) The peptide sequence is VLAIVALVVATIIAI. The MHC is HLA-DQA10501-DQB10201 with pseudo-sequence HLA-DQA10501-DQB10201. The binding affinity (normalized) is 0. (5) The peptide sequence is ERNVTVTHSVNLLEEKH. The MHC is DRB1_1501 with pseudo-sequence DRB1_1501. The binding affinity (normalized) is 0.0843. (6) The peptide sequence is GGWWLTFGQILGLAQ. The MHC is DRB1_0101 with pseudo-sequence DRB1_0101. The binding affinity (normalized) is 0.523.